Predict the reaction yield, written as a fraction of the theoretical maximum amount of product (1.0 means a 100% yield; for example, 0.34 means a 34% yield). From a dataset of Reaction yield outcomes from USPTO patents with 853,638 reactions. (1) The reactants are [F:1][C:2]1[CH:7]=[C:6]([O:8][CH2:9][CH:10]2[CH2:15][CH2:14][N:13]([CH2:16][C:17]([F:20])([CH3:19])[CH3:18])[CH2:12][CH2:11]2)[CH:5]=[CH:4][C:3]=1[C:21]1[CH:22]=[CH:23][C:24]([C:27]([O:29]C)=[O:28])=[N:25][CH:26]=1.O[Li].O.Cl. The catalyst is C1COCC1.O. The product is [F:1][C:2]1[CH:7]=[C:6]([O:8][CH2:9][CH:10]2[CH2:15][CH2:14][N:13]([CH2:16][C:17]([F:20])([CH3:19])[CH3:18])[CH2:12][CH2:11]2)[CH:5]=[CH:4][C:3]=1[C:21]1[CH:22]=[CH:23][C:24]([C:27]([OH:29])=[O:28])=[N:25][CH:26]=1. The yield is 0.750. (2) The reactants are Cl[C:2]1[C:3]([F:22])=[CH:4][N:5]2[C:10]([C:11]=1[CH3:12])=[C:9]([CH:13]1[CH2:15][CH2:14]1)[CH:8]=[C:7]([C:16]([O:18][CH2:19][CH3:20])=[O:17])[C:6]2=[O:21].[NH2:23][C:24]1[CH:25]=[C:26](B(O)O)[CH:27]=[CH:28][CH:29]=1. No catalyst specified. The product is [NH2:23][C:24]1[CH:29]=[C:28]([C:2]2[C:3]([F:22])=[CH:4][N:5]3[C:10]([C:11]=2[CH3:12])=[C:9]([CH:13]2[CH2:15][CH2:14]2)[CH:8]=[C:7]([C:16]([O:18][CH2:19][CH3:20])=[O:17])[C:6]3=[O:21])[CH:27]=[CH:26][CH:25]=1. The yield is 0.250. (3) The reactants are [CH3:1][C:2]([CH3:19])([CH3:18])[CH2:3][C:4]1[CH:5]=[CH:6][C:7]([N:12]2[CH2:16][CH2:15][CH:14]([OH:17])[CH2:13]2)=[C:8]([CH:11]=1)[C:9]#[N:10].[H][H]. The catalyst is N.CO.[Ni].O. The product is [NH2:10][CH2:9][C:8]1[CH:11]=[C:4]([CH2:3][C:2]([CH3:19])([CH3:1])[CH3:18])[CH:5]=[CH:6][C:7]=1[N:12]1[CH2:16][CH2:15][CH:14]([OH:17])[CH2:13]1. The yield is 0.990. (4) The reactants are [CH3:1][O:2][C:3]([C:5]1([C:8]2[CH:13]=[CH:12][C:11]([OH:14])=[C:10]([OH:15])[CH:9]=2)[CH2:7][CH2:6]1)=[O:4].CC1C=[CH:19][C:20](S(O)(=O)=O)=[CH:21][CH:22]=1.C1(=O)CCC1. The catalyst is C1(C)C=CC=CC=1. The product is [C:19]12([O:14][C:11]3[CH:12]=[CH:13][C:8]([C:5]4([C:3]([O:2][CH3:1])=[O:4])[CH2:7][CH2:6]4)=[CH:9][C:10]=3[O:15]1)[CH2:20][CH2:21][CH2:22]2. The yield is 0.500. (5) The reactants are FC1C=CC(CN)=CC=1.[F:10][C:11]1[CH:18]=[C:17]([F:19])[CH:16]=[CH:15][C:12]=1[CH2:13][NH2:14].[CH2:20]([N:27]1[CH2:31][CH2:30][N:29]([C:32]2[S:33][C:34]([C:38](O)=[O:39])=[C:35]([CH3:37])[N:36]=2)[C:28]1=[O:41])[C:21]1[CH:26]=[CH:25][CH:24]=[CH:23][CH:22]=1. No catalyst specified. The product is [CH2:20]([N:27]1[CH2:31][CH2:30][N:29]([C:32]2[S:33][C:34]([C:38]([NH:14][CH2:13][C:12]3[CH:15]=[CH:16][C:17]([F:19])=[CH:18][C:11]=3[F:10])=[O:39])=[C:35]([CH3:37])[N:36]=2)[C:28]1=[O:41])[C:21]1[CH:26]=[CH:25][CH:24]=[CH:23][CH:22]=1. The yield is 0.450. (6) The reactants are [CH3:1][O:2][C:3](=[O:12])[C:4]1[C:9]([CH3:10])=[CH:8][CH:7]=[CH:6][C:5]=1[I:11].[Br:13]N1C(=O)CCC1=O. The catalyst is ClC(Cl)(Cl)Cl. The product is [CH3:1][O:2][C:3](=[O:12])[C:4]1[C:5]([I:11])=[CH:6][CH:7]=[CH:8][C:9]=1[CH2:10][Br:13]. The yield is 0.500. (7) The reactants are Br[C:2]1[CH:7]=[CH:6][C:5]([Br:8])=[CH:4][N:3]=1.[S:9]1[CH:13]=[CH:12][CH:11]=[C:10]1[CH2:14][OH:15]. No catalyst specified. The product is [S:9]1[CH:13]=[CH:12][CH:11]=[C:10]1[CH2:14][O:15][C:2]1[CH:7]=[CH:6][C:5]([Br:8])=[CH:4][N:3]=1. The yield is 0.960. (8) The reactants are Br[C:2]1[CH:7]=[CH:6][C:5]([S:8][CH2:9][CH2:10][CH2:11][CH2:12][CH2:13][CH2:14][CH2:15][CH2:16][CH3:17])=[CH:4][CH:3]=1.[Li]CCCC.CN([CH:26]=[O:27])C. The catalyst is C1COCC1. The product is [CH2:9]([S:8][C:5]1[CH:6]=[CH:7][C:2]([CH:26]=[O:27])=[CH:3][CH:4]=1)[CH2:10][CH2:11][CH2:12][CH2:13][CH2:14][CH2:15][CH2:16][CH3:17]. The yield is 0.890. (9) The reactants are C(OC[N:9]1[C:13]2[N:14]=[C:15]([NH:28][C:29]3[CH:34]=[CH:33][C:32]([NH:35][CH:36]4[CH2:39][N:38]([CH2:40][CH2:41][F:42])[CH2:37]4)=[CH:31][C:30]=3[O:43][CH3:44])[N:16]=[C:17]([O:18][C:19]3[CH:24]=[CH:23][CH:22]=[C:21]([N+:25]([O-])=O)[CH:20]=3)[C:12]=2[CH:11]=[CH:10]1)(=O)C(C)(C)C.NN.O. The catalyst is [Pd].CO. The product is [NH2:25][C:21]1[CH:20]=[C:19]([CH:24]=[CH:23][CH:22]=1)[O:18][C:17]1[C:12]2[CH:11]=[CH:10][NH:9][C:13]=2[N:14]=[C:15]([NH:28][C:29]2[CH:34]=[CH:33][C:32]([NH:35][CH:36]3[CH2:39][N:38]([CH2:40][CH2:41][F:42])[CH2:37]3)=[CH:31][C:30]=2[O:43][CH3:44])[N:16]=1. The yield is 0.310.